This data is from Catalyst prediction with 721,799 reactions and 888 catalyst types from USPTO. The task is: Predict which catalyst facilitates the given reaction. (1) Reactant: [C:1]([N:5]1[CH2:10][CH2:9][N:8]([CH2:11][C:12]2[N:13](C3CCCCO3)[C:14]3[C:19]([N:20]=2)=[C:18]([N:21]2[CH2:26][CH2:25][O:24][CH2:23][CH2:22]2)[N:17]=[C:16](Cl)[N:15]=3)[CH2:7][CH2:6]1)([CH3:4])([CH3:3])[CH3:2].[CH2:34]([C:36]1[NH:40][C:39]2[CH:41]=[CH:42][CH:43]=[CH:44][C:38]=2[N:37]=1)[CH3:35].CC(C1C=C(C(C)C)C(C2C=CC=CC=2P(C2CCCCC2)C2CCCCC2)=C(C(C)C)C=1)C.C(=O)([O-])[O-].[Cs+].[Cs+].CN(C)C=O.C1(C)C=CC(S(O)(=O)=O)=CC=1. Product: [C:1]([N:5]1[CH2:10][CH2:9][N:8]([CH2:11][C:12]2[NH:13][C:14]3[C:19]([N:20]=2)=[C:18]([N:21]2[CH2:22][CH2:23][O:24][CH2:25][CH2:26]2)[N:17]=[C:16]([N:37]2[C:38]4[CH:44]=[CH:43][CH:42]=[CH:41][C:39]=4[N:40]=[C:36]2[CH2:34][CH3:35])[N:15]=3)[CH2:7][CH2:6]1)([CH3:3])([CH3:4])[CH3:2]. The catalyst class is: 110. (2) Reactant: [Cl-].[Si:2]([O:9][CH2:10][C@@H:11]1[CH:16]=[CH:15][C:14](=[O:17])[CH2:13][N:12]1[C:18]([O:20][C:21]([CH3:24])([CH3:23])[CH3:22])=[O:19])([C:5]([CH3:8])([CH3:7])[CH3:6])([CH3:4])[CH3:3].[BH4-].[Na+]. Product: [Si:2]([O:9][CH2:10][C@@H:11]1[CH:16]=[CH:15][C@H:14]([OH:17])[CH2:13][N:12]1[C:18]([O:20][C:21]([CH3:24])([CH3:23])[CH3:22])=[O:19])([C:5]([CH3:8])([CH3:7])[CH3:6])([CH3:4])[CH3:3]. The catalyst class is: 5. (3) Reactant: N1C=CC=CC=1.[Cl:7][C:8]1[CH:13]=[CH:12][CH:11]=[CH:10][C:9]=1[S:14](Cl)(=[O:16])=[O:15].C(OC([N:25]1[CH2:30][CH2:29][N:28]([CH2:31][C:32]2[C:40]3[O:39][CH:38]=[CH:37][C:36]=3[CH:35]=[C:34]([NH2:41])[CH:33]=2)[CH2:27][CH2:26]1)=O)(C)(C)C. Product: [ClH:7].[ClH:7].[Cl:7][C:8]1[CH:13]=[CH:12][CH:11]=[CH:10][C:9]=1[S:14]([NH:41][C:34]1[CH:33]=[C:32]([CH2:31][N:28]2[CH2:27][CH2:26][NH:25][CH2:30][CH2:29]2)[C:40]2[O:39][CH:38]=[CH:37][C:36]=2[CH:35]=1)(=[O:16])=[O:15]. The catalyst class is: 168. (4) Reactant: [C:1]1([C:7]2[S:8][C:9]([CH:12]=[O:13])=[CH:10][N:11]=2)[CH:6]=[CH:5][CH:4]=[CH:3][CH:2]=1.[F-].[Cs+].[C:16]([Si](C)(C)C)([F:19])([F:18])[F:17]. Product: [F:17][C:16]([F:19])([F:18])[C:12]([C:9]1[S:8][C:7]([C:1]2[CH:2]=[CH:3][CH:4]=[CH:5][CH:6]=2)=[N:11][CH:10]=1)=[O:13]. The catalyst class is: 57. (5) Reactant: C1C=C[NH+]=CC=1.[O-][Cr](Cl)(=O)=O.[F:12][C:13]1[CH:18]=[CH:17][C:16]([CH:19]([C:21]2[C:30]([N+:31]([O-:33])=[O:32])=[C:29]3[C:24]([CH:25]=[CH:26][CH:27]=[N:28]3)=[CH:23][CH:22]=2)[OH:20])=[C:15]([CH3:34])[CH:14]=1. Product: [F:12][C:13]1[CH:18]=[CH:17][C:16]([C:19]([C:21]2[C:30]([N+:31]([O-:33])=[O:32])=[C:29]3[C:24]([CH:25]=[CH:26][CH:27]=[N:28]3)=[CH:23][CH:22]=2)=[O:20])=[C:15]([CH3:34])[CH:14]=1. The catalyst class is: 2.